From a dataset of Orexin1 receptor HTS with 218,158 compounds and 233 confirmed actives. Binary Classification. Given a drug SMILES string, predict its activity (active/inactive) in a high-throughput screening assay against a specified biological target. (1) The molecule is Brc1oc(C(=O)Nc2cc(S(=O)(=O)N(C)C)c(cc2)C)cc1. The result is 0 (inactive). (2) The molecule is S=C(NCc1occc1)c1ccc(NC(=O)C)cc1. The result is 0 (inactive). (3) The drug is n1(nc2c(n1)ccc(/N=C\N(C)C)c2)c1ccccc1. The result is 0 (inactive). (4) The molecule is S(=O)(=O)(N1CCCC1)c1ccc(cc1)C(OCCOc1ccc(F)cc1)=O. The result is 0 (inactive). (5) The compound is S(CCC(NC(OC(C)(C)C)=O)C(=O)N1CCC(CC1)C(=O)NC(C)C(=O)NCc1ccc(OC)cc1)C. The result is 0 (inactive). (6) The drug is Brc1oc(C(=O)Nc2ccc(S(=O)(=O)N3CCCCCC3)cc2)cc1. The result is 0 (inactive).